From a dataset of Reaction yield outcomes from USPTO patents with 853,638 reactions. Predict the reaction yield, written as a fraction of the theoretical maximum amount of product (1.0 means a 100% yield; for example, 0.34 means a 34% yield). (1) The reactants are C([SiH](CC)CC)C.[CH2:8]([C:12]1(O)[C@@H:19]2[C@@H:15]([O:16]C(C)(C)[O:18]2)[CH2:14][S:13]1)[CH2:9][CH:10]=[CH2:11].FC(F)(F)C(O)=O.C(=O)(O)[O-].[Na+]. The catalyst is C(Cl)Cl. The product is [CH2:8]([C@H:12]1[C@@H:19]([OH:18])[C@@H:15]([OH:16])[CH2:14][S:13]1)[CH2:9][CH:10]=[CH2:11]. The yield is 0.420. (2) The yield is 0.770. The reactants are [C:1]([N:12]1[C@@H:16]([CH3:17])[C:15](=[O:18])OC1=O)(=[O:11])[CH2:2][CH2:3][CH2:4][CH2:5][CH2:6][CH2:7][CH2:8][CH2:9][CH3:10].[C:20]1([CH3:29])[CH:25]=[CH:24][C:23]([C@@H:26]([NH2:28])[CH3:27])=[CH:22][CH:21]=1.CN1CCOCC1. The product is [C:20]1([CH3:29])[CH:25]=[CH:24][C:23]([C@@H:26]([NH:28][C:15](=[O:18])[C@H:16]([CH3:17])[NH:12][C:1](=[O:11])[CH2:2][CH2:3][CH2:4][CH2:5][CH2:6][CH2:7][CH2:8][CH2:9][CH3:10])[CH3:27])=[CH:22][CH:21]=1. The catalyst is O1CCCC1. (3) The reactants are [F:1][C:2]1[CH:3]=[C:4]([CH:8]=[CH:9][C:10]=1[CH3:11])[C:5]([OH:7])=O.[Br:12]Br.[CH:14]1([NH2:17])[CH2:16][CH2:15]1.C1C=CC2N(O)N=NC=2C=1.Cl.CN(C)CCCN=C=NCC.CCN(C(C)C)C(C)C. The catalyst is [Fe].S([O-])([O-])(=O)=S.[Na+].[Na+]. The product is [Br:12][C:9]1[CH:8]=[C:4]([CH:3]=[C:2]([F:1])[C:10]=1[CH3:11])[C:5]([NH:17][CH:14]1[CH2:16][CH2:15]1)=[O:7]. The yield is 0.440. (4) The reactants are [N:1]1[CH:6]=[CH:5][CH:4]=[C:3]([C:7]2[S:8][C:9]([CH:13]([CH3:18])[C:14]([F:17])([F:16])[F:15])=[C:10]([OH:12])[N:11]=2)[CH:2]=1.[H-].[Na+].C1C=CC(N([S:28]([C:31]([F:34])([F:33])[F:32])(=[O:30])=[O:29])[S:28]([C:31]([F:34])([F:33])[F:32])(=[O:30])=[O:29])=CC=1.O. The catalyst is CN(C=O)C. The product is [N:1]1[CH:6]=[CH:5][CH:4]=[C:3]([C:7]2[S:8][C:9]([CH:13]([CH3:18])[C:14]([F:17])([F:15])[F:16])=[C:10]([O:12][S:28]([C:31]([F:34])([F:33])[F:32])(=[O:30])=[O:29])[N:11]=2)[CH:2]=1. The yield is 0.510. (5) The catalyst is CO.[OH-].[Na+].O.CN(C=O)C. The product is [Cl:21][C:22]1[CH:23]=[C:24]2[C:28](=[CH:29][CH:30]=1)[NH:27][CH:26]=[C:25]2[CH2:31][CH2:32][NH:33][C:11]([C:8]1[N:7]=[C:6]([CH2:5][C:4]2[CH:16]=[CH:17][C:18]([F:19])=[C:2]([F:1])[CH:3]=2)[O:10][N:9]=1)=[O:13]. The reactants are [F:1][C:2]1[CH:3]=[C:4]([CH:16]=[CH:17][C:18]=1[F:19])[CH2:5][C:6]1[O:10][N:9]=[C:8]([C:11]([O:13]CC)=O)[N:7]=1.Cl.[Cl:21][C:22]1[CH:23]=[C:24]2[C:28](=[CH:29][CH:30]=1)[NH:27][CH:26]=[C:25]2[CH2:31][CH2:32][NH2:33].CN(C(ON1N=NC2C=CC=NC1=2)=[N+](C)C)C.F[P-](F)(F)(F)(F)F.C(N(CC)C(C)C)(C)C. The yield is 0.450. (6) The reactants are Br[C:2]1[CH:3]=[C:4]([CH3:30])[C:5]2[N:6]([C:8]([C:18]3[CH:23]=[CH:22][N:21]=[C:20]([NH:24][CH:25]4[CH2:29][CH2:28][CH2:27][CH2:26]4)[N:19]=3)=[C:9]([C:11]3[CH:16]=[CH:15][C:14]([F:17])=[CH:13][CH:12]=3)[N:10]=2)[CH:7]=1. The catalyst is C(O)C.[Pd]. The product is [CH:25]1([NH:24][C:20]2[N:19]=[C:18]([C:8]3[N:6]4[CH:7]=[CH:2][CH:3]=[C:4]([CH3:30])[C:5]4=[N:10][C:9]=3[C:11]3[CH:12]=[CH:13][C:14]([F:17])=[CH:15][CH:16]=3)[CH:23]=[CH:22][N:21]=2)[CH2:26][CH2:27][CH2:28][CH2:29]1. The yield is 0.700. (7) The reactants are [CH2:1]([O:3][C:4](=[O:16])[C:5](O)=[CH:6][C:7](=[O:14])[C:8]1[CH:13]=[CH:12][CH:11]=[CH:10][CH:9]=1)[CH3:2].Cl.[NH2:18]O. The catalyst is C(O)C.C1COCC1. The product is [CH2:1]([O:3][C:4]([C:5]1[CH:6]=[C:7]([C:8]2[CH:13]=[CH:12][CH:11]=[CH:10][CH:9]=2)[O:14][N:18]=1)=[O:16])[CH3:2]. The yield is 0.790.